This data is from Peptide-MHC class II binding affinity with 134,281 pairs from IEDB. The task is: Regression. Given a peptide amino acid sequence and an MHC pseudo amino acid sequence, predict their binding affinity value. This is MHC class II binding data. (1) The peptide sequence is YDKFLANVSTVLTGK. The MHC is HLA-DPA10301-DPB10402 with pseudo-sequence HLA-DPA10301-DPB10402. The binding affinity (normalized) is 0.299. (2) The peptide sequence is NSVVQALTSLGLLYT. The MHC is DRB4_0101 with pseudo-sequence DRB4_0103. The binding affinity (normalized) is 0.838.